This data is from Reaction yield outcomes from USPTO patents with 853,638 reactions. The task is: Predict the reaction yield, written as a fraction of the theoretical maximum amount of product (1.0 means a 100% yield; for example, 0.34 means a 34% yield). (1) The reactants are [N+:1]([C:4]1[CH:9]=[C:8]([C:10]2[CH:15]=[CH:14][CH:13]=[C:12]([NH:16][C:17](=[O:22])[C:18]([F:21])([F:20])[F:19])[CH:11]=2)[CH:7]=[CH:6][C:5]=1[CH:23](C(OC)=O)[C:24]([O:26]C)=[O:25])([O-:3])=[O:2]. The product is [N+:1]([C:4]1[CH:9]=[C:8]([C:10]2[CH:15]=[CH:14][CH:13]=[C:12]([NH:16][C:17](=[O:22])[C:18]([F:19])([F:20])[F:21])[CH:11]=2)[CH:7]=[CH:6][C:5]=1[CH2:23][C:24]([OH:26])=[O:25])([O-:3])=[O:2]. The yield is 0.730. The catalyst is Cl. (2) The reactants are [C:1]([O:5][C:6]([NH:8][C@@H:9]([CH2:15]I)[CH2:10][C:11]([O:13][CH3:14])=[O:12])=[O:7])([CH3:4])([CH3:3])[CH3:2].I[C:18]1[CH:19]=[C:20]([CH:22]=[CH:23][C:24]=1[O:25][CH3:26])[NH2:21].C1(C)C=CC=CC=1P(C1C=CC=CC=1C)C1C=CC=CC=1C. The catalyst is [Zn].[Pd].[Pd].C(=CC(=O)C)C1C=CC=CC=1.C(=CC(=O)C)C1C=CC=CC=1.C(=CC(=O)C)C1C=CC=CC=1. The product is [NH2:21][C:20]1[CH:19]=[CH:18][C:24]([O:25][CH3:26])=[C:23]([CH2:15][C@H:9]([NH:8][C:6]([O:5][C:1]([CH3:4])([CH3:3])[CH3:2])=[O:7])[CH2:10][C:11]([O:13][CH3:14])=[O:12])[CH:22]=1. The yield is 0.660. (3) The reactants are Br[CH2:2][C:3]([C:5]1[CH:10]=[CH:9][CH:8]=[C:7]([N+:11]([O-:13])=[O:12])[CH:6]=1)=O.[C:14]([NH2:19])(=[O:18])[CH:15]([CH3:17])[CH3:16].O. The catalyst is C(OCC)C. The product is [CH:15]([C:14]1[O:18][CH:2]=[C:3]([C:5]2[CH:10]=[CH:9][CH:8]=[C:7]([N+:11]([O-:13])=[O:12])[CH:6]=2)[N:19]=1)([CH3:17])[CH3:16]. The yield is 0.840. (4) The reactants are [CH3:1][C:2]1([CH3:35])[CH2:6][C:5]2[CH:7]=[CH:8][CH:9]=[C:10]([CH2:11][N:12]3[CH2:34][CH2:33][C:15]4([CH2:20][CH2:19][N:18]([C:21]([C:23]5[CH:28]=[CH:27][CH:26]=[CH:25][C:24]=5[CH2:29][C:30]([OH:32])=O)=[O:22])[CH2:17][CH2:16]4)[CH2:14][CH2:13]3)[C:4]=2[O:3]1.Cl.CN(C(ON1N=NC2C=CC=NC1=2)=[N+](C)C)C.F[P-](F)(F)(F)(F)F.[NH:61]1[CH2:68][CH2:67][CH2:66][C@@H:62]1[C:63]([NH2:65])=[O:64].C(N(CC)CC)C. The catalyst is C(#N)C. The product is [CH3:35][C:2]1([CH3:1])[CH2:6][C:5]2[CH:7]=[CH:8][CH:9]=[C:10]([CH2:11][N:12]3[CH2:34][CH2:33][C:15]4([CH2:20][CH2:19][N:18]([C:21]([C:23]5[CH:28]=[CH:27][CH:26]=[CH:25][C:24]=5[CH2:29][C:30]([N:61]5[CH2:68][CH2:67][CH2:66][C@@H:62]5[C:63]([NH2:65])=[O:64])=[O:32])=[O:22])[CH2:17][CH2:16]4)[CH2:14][CH2:13]3)[C:4]=2[O:3]1. The yield is 0.130. (5) The reactants are [C:1]([O:5][C:6]([N:8]1[CH2:13][CH:12]=[C:11]([C:14]2[CH:19]=[CH:18][C:17]([N+:20]([O-])=O)=[CH:16][N:15]=2)[CH2:10][CH2:9]1)=[O:7])([CH3:4])([CH3:3])[CH3:2]. The catalyst is CO.[Pd]. The product is [C:1]([O:5][C:6]([N:8]1[CH2:9][CH2:10][CH:11]([C:14]2[CH:19]=[CH:18][C:17]([NH2:20])=[CH:16][N:15]=2)[CH2:12][CH2:13]1)=[O:7])([CH3:4])([CH3:2])[CH3:3]. The yield is 1.07. (6) The reactants are [CH3:1][C:2]1[N:6]([CH2:7][C:8]2[C:17]3[C:12](=[CH:13][CH:14]=[CH:15][CH:16]=3)[CH:11]=[CH:10][CH:9]=2)[C:5]2[CH:18]=[C:19]([N:23]3[CH2:28][CH2:27][O:26][CH2:25][CH2:24]3)[CH:20]=[C:21]([NH2:22])[C:4]=2[N:3]=1.CCN(CC)CC.[CH3:36][S:37](Cl)(=[O:39])=[O:38]. The catalyst is C(Cl)Cl. The product is [CH3:1][C:2]1[N:6]([CH2:7][C:8]2[C:17]3[C:12](=[CH:13][CH:14]=[CH:15][CH:16]=3)[CH:11]=[CH:10][CH:9]=2)[C:5]2[CH:18]=[C:19]([N:23]3[CH2:28][CH2:27][O:26][CH2:25][CH2:24]3)[CH:20]=[C:21]([NH:22][S:37]([CH3:36])(=[O:39])=[O:38])[C:4]=2[N:3]=1. The yield is 0.800. (7) The reactants are [NH:1]1[CH2:6][CH2:5][CH2:4][CH2:3][CH2:2]1.C(=O)([O-])[O-].[K+].[K+].Br[CH2:14][C:15]([C:17]1([C:22]2[CH:27]=[CH:26][C:25]([Cl:28])=[C:24]([Cl:29])[CH:23]=2)[CH2:21][CH2:20][CH2:19][CH2:18]1)=[O:16].[I-].[Na+]. The catalyst is CC(C)=O. The product is [Cl:29][C:24]1[CH:23]=[C:22]([C:17]2([C:15](=[O:16])[CH2:14][N:1]3[CH2:6][CH2:5][CH2:4][CH2:3][CH2:2]3)[CH2:21][CH2:20][CH2:19][CH2:18]2)[CH:27]=[CH:26][C:25]=1[Cl:28]. The yield is 0.500. (8) The reactants are [C:1]([O:5][C@@H:6]([C:12]1[C:13]([CH3:42])=[N:14][C:15]2[N:16]([N:26]=[C:27]([C:29]3[S:30][C:31]([CH2:34][C:35]4[CH:40]=[CH:39][C:38]([F:41])=[CH:37][CH:36]=4)=[CH:32][N:33]=3)[CH:28]=2)[C:17]=1[N:18]1[CH2:23][CH2:22][C:21]([CH3:25])([CH3:24])[CH2:20][CH2:19]1)[C:7]([O:9]CC)=[O:8])([CH3:4])([CH3:3])[CH3:2].[OH-].[Na+]. The catalyst is CO. The product is [C:1]([O:5][C@@H:6]([C:12]1[C:13]([CH3:42])=[N:14][C:15]2[N:16]([N:26]=[C:27]([C:29]3[S:30][C:31]([CH2:34][C:35]4[CH:40]=[CH:39][C:38]([F:41])=[CH:37][CH:36]=4)=[CH:32][N:33]=3)[CH:28]=2)[C:17]=1[N:18]1[CH2:23][CH2:22][C:21]([CH3:25])([CH3:24])[CH2:20][CH2:19]1)[C:7]([OH:9])=[O:8])([CH3:2])([CH3:3])[CH3:4]. The yield is 0.573.